The task is: Predict the reaction yield, written as a fraction of the theoretical maximum amount of product (1.0 means a 100% yield; for example, 0.34 means a 34% yield).. This data is from Reaction yield outcomes from USPTO patents with 853,638 reactions. (1) The reactants are [Cl:1][C:2]1[CH:10]=[C:9]2[C:5]([C:6]([CH:11]=[O:12])=[CH:7][NH:8]2)=[CH:4][C:3]=1[C:13]1[CH:18]=[CH:17][C:16]([CH2:19][CH2:20][OH:21])=[CH:15][CH:14]=1.CC(=CC)C.Cl([O-])=[O:28].[Na+].O.OP([O-])(O)=O.[Na+]. The catalyst is C(#N)C.C(O)(C)(C)C.O. The product is [Cl:1][C:2]1[CH:10]=[C:9]2[C:5]([C:6]([C:11]([OH:28])=[O:12])=[CH:7][NH:8]2)=[CH:4][C:3]=1[C:13]1[CH:18]=[CH:17][C:16]([CH2:19][CH2:20][OH:21])=[CH:15][CH:14]=1. The yield is 0.250. (2) The catalyst is O. The product is [CH3:6][C:2]1([CH3:1])[C:3](=[O:5])[C:13]2[C:12]([CH3:14])=[CH:11][C:10]([CH3:15])=[C:9]([CH3:16])[C:8]=2[O:7]1. The reactants are [CH3:1][C:2]([O:7][C:8]1[CH:13]=[C:12]([CH3:14])[CH:11]=[C:10]([CH3:15])[C:9]=1[CH3:16])([CH3:6])[C:3]([OH:5])=O. The yield is 0.790. (3) The reactants are [O:1]1[CH2:6][CH2:5][CH:4]([C:7]([C:9]2[S:13][C:12]([NH2:14])=[N:11][C:10]=2[C:15]2[O:16][CH:17]=[CH:18][CH:19]=2)=[O:8])[CH2:3][CH2:2]1.[Cl:20][C:21]1[CH:29]=[CH:28][C:24]([C:25](Cl)=[O:26])=[CH:23][N:22]=1.O. The catalyst is CN(C1C=CN=CC=1)C.N1C=CC=CC=1. The product is [Cl:20][C:21]1[CH:29]=[CH:28][C:24]([C:25]([NH:14][C:12]2[S:13][C:9]([C:7]([CH:4]3[CH2:5][CH2:6][O:1][CH2:2][CH2:3]3)=[O:8])=[C:10]([C:15]3[O:16][CH:17]=[CH:18][CH:19]=3)[N:11]=2)=[O:26])=[CH:23][N:22]=1. The yield is 0.730.